Dataset: Reaction yield outcomes from USPTO patents with 853,638 reactions. Task: Predict the reaction yield, written as a fraction of the theoretical maximum amount of product (1.0 means a 100% yield; for example, 0.34 means a 34% yield). (1) The reactants are Cl[O-].[Na+].[N:4]1[CH:9]=[CH:8][CH:7]=[CH:6][C:5]=1[CH:10]=[N:11][OH:12].[C:13]([O:17][C:18]([NH:20][CH2:21][C:22]#[CH:23])=[O:19])([CH3:16])([CH3:15])[CH3:14]. The catalyst is C(Cl)Cl. The product is [C:13]([O:17][C:18]([NH:20][CH2:21][C:22]1[O:12][N:11]=[C:10]([C:5]2[CH:6]=[CH:7][CH:8]=[CH:9][N:4]=2)[CH:23]=1)=[O:19])([CH3:16])([CH3:15])[CH3:14]. The yield is 0.430. (2) The reactants are [NH2:1][C:2]1[CH:7]=[C:6]([CH3:8])[CH:5]=[CH:4][N:3]=1.[CH2:9]([O:11][C:12](=[O:18])[CH:13](Cl)[C:14]([CH3:16])=O)[CH3:10]. The catalyst is COCCOC. The product is [CH3:16][C:14]1[N:1]=[C:2]2[CH:7]=[C:6]([CH3:8])[CH:5]=[CH:4][N:3]2[C:13]=1[C:12]([O:11][CH2:9][CH3:10])=[O:18]. The yield is 0.780.